Predict the reactants needed to synthesize the given product. From a dataset of Full USPTO retrosynthesis dataset with 1.9M reactions from patents (1976-2016). (1) The reactants are: [O:1]1[CH2:6][CH2:5][CH2:4][CH2:3][CH:2]1[N:7]1[C:19]2[C:18](=[O:20])[CH2:17][CH2:16][CH2:15][C:14]=2[C:13]2[C:8]1=[CH:9][CH:10]=[CH:11][CH:12]=2.CC(C)([O-])C.[K+].[CH3:27][S:28][C:29](=S)[S:30][CH3:31].CI. Given the product [CH3:27][S:28][C:29]([S:30][CH3:31])=[C:17]1[CH2:16][CH2:15][C:14]2[C:13]3[C:8](=[CH:9][CH:10]=[CH:11][CH:12]=3)[N:7]([CH:2]3[CH2:3][CH2:4][CH2:5][CH2:6][O:1]3)[C:19]=2[C:18]1=[O:20], predict the reactants needed to synthesize it. (2) Given the product [C:30]([CH:28]([CH:26]([C:25]([OH:34])=[O:33])[OH:27])[OH:29])([OH:32])=[O:31].[CH:1]1([N:5]2[CH2:10][CH2:9][CH:8]([O:11][C:12]3[S:13][C:14]4[CH2:15][N:16]([C:21](=[O:24])[CH2:22][CH3:23])[CH2:17][CH2:18][C:19]=4[N:20]=3)[CH2:7][CH2:6]2)[CH2:2][CH2:3][CH2:4]1, predict the reactants needed to synthesize it. The reactants are: [CH:1]1([N:5]2[CH2:10][CH2:9][CH:8]([O:11][C:12]3[S:13][C:14]4[CH2:15][N:16]([C:21](=[O:24])[CH2:22][CH3:23])[CH2:17][CH2:18][C:19]=4[N:20]=3)[CH2:7][CH2:6]2)[CH2:4][CH2:3][CH2:2]1.[C:25]([OH:34])(=[O:33])[C@@H:26]([C@H:28]([C:30]([OH:32])=[O:31])[OH:29])[OH:27]. (3) Given the product [CH2:14]([N:11]1[C:6]2=[N:7][C:8]([CH2:9][CH3:10])=[C:3]([CH2:2][NH:1][C:31]([C:28]3[CH:29]=[N:30][C:25]([C:24]([F:35])([F:23])[F:34])=[CH:26][CH:27]=3)=[O:32])[C:4]([NH:16][CH:17]3[CH2:18][CH2:19][O:20][CH2:21][CH2:22]3)=[C:5]2[CH:13]=[N:12]1)[CH3:15], predict the reactants needed to synthesize it. The reactants are: [NH2:1][CH2:2][C:3]1[C:8]([CH2:9][CH3:10])=[N:7][C:6]2[N:11]([CH2:14][CH3:15])[N:12]=[CH:13][C:5]=2[C:4]=1[NH:16][CH:17]1[CH2:22][CH2:21][O:20][CH2:19][CH2:18]1.[F:23][C:24]([F:35])([F:34])[C:25]1[N:30]=[CH:29][C:28]([C:31](O)=[O:32])=[CH:27][CH:26]=1. (4) Given the product [C:13]([C@@:10]1([CH:15]2[CH2:17][CH2:16]2)[CH2:11][CH2:12][N:8]([C:6]2[CH:5]=[CH:4][N:3]=[C:2]([NH:19][C:20]3[CH:24]=[C:23]([CH2:25][C:26]([NH:28][CH2:29][C:30]([F:32])([F:31])[F:33])=[O:27])[N:22]([CH3:34])[N:21]=3)[CH:7]=2)[C:9]1=[O:18])#[N:14], predict the reactants needed to synthesize it. The reactants are: Br[C:2]1[CH:7]=[C:6]([N:8]2[CH2:12][CH2:11][C@:10]([CH:15]3[CH2:17][CH2:16]3)([C:13]#[N:14])[C:9]2=[O:18])[CH:5]=[CH:4][N:3]=1.[NH2:19][C:20]1[CH:24]=[C:23]([CH2:25][C:26]([NH:28][CH2:29][C:30]([F:33])([F:32])[F:31])=[O:27])[N:22]([CH3:34])[N:21]=1.C(=O)([O-])[O-].[K+].[K+].C1(P(C2CCCCC2)C2C(OC)=CC=C(OC)C=2C2C(C(C)C)=CC(C(C)C)=CC=2C(C)C)CCCCC1.C(=O)([O-])O.[Na+]. (5) Given the product [Br:1][CH2:2][CH2:3][CH2:4][CH2:5][CH2:6][CH2:7][O:8][C:9]([O:11][CH2:12]/[C:13](/[C:24]1[CH:25]=[CH:26][C:27]([S:30]([CH3:33])(=[O:31])=[O:32])=[CH:28][CH:29]=1)=[C:14](/[C:18]1[CH:19]=[CH:20][CH:21]=[CH:22][CH:23]=1)\[C:15]([O:17][CH2:34][CH3:35])=[O:16])=[O:10], predict the reactants needed to synthesize it. The reactants are: [Br:1][CH2:2][CH2:3][CH2:4][CH2:5][CH2:6][CH2:7][O:8][C:9]([O:11][CH2:12]/[C:13](/[C:24]1[CH:29]=[CH:28][C:27]([S:30]([CH3:33])(=[O:32])=[O:31])=[CH:26][CH:25]=1)=[C:14](/[C:18]1[CH:23]=[CH:22][CH:21]=[CH:20][CH:19]=1)\[C:15]([OH:17])=[O:16])=[O:10].[CH2:34](I)[CH3:35].C(=O)([O-])[O-].[K+].[K+]. (6) Given the product [ClH:38].[NH2:37][C:12](=[NH:11])[C:13]1[CH:14]=[CH:15][C:16]([O:17][CH2:18][CH2:19][CH2:20][N:21]2[CH2:26][CH2:25][N:24]([CH2:27][CH2:28][C:29]([O:31][CH3:32])=[O:30])[C:23](=[O:33])[C:22]2=[O:34])=[CH:35][CH:36]=1, predict the reactants needed to synthesize it. The reactants are: C(OC([NH:11][C:12](=[NH:37])[C:13]1[CH:36]=[CH:35][C:16]([O:17][CH2:18][CH2:19][CH2:20][N:21]2[CH2:26][CH2:25][N:24]([CH2:27][CH2:28][C:29]([O:31][CH3:32])=[O:30])[C:23](=[O:33])[C:22]2=[O:34])=[CH:15][CH:14]=1)=O)C1C=CC=CC=1.[ClH:38]. (7) Given the product [C:1]([OH:24])(=[O:23])/[CH:2]=[CH:3]\[CH:4]=[CH:5][CH:6]=[CH:7][CH:8]=[CH:9][CH:10]=[CH:11][CH:12]=[CH:13][CH2:14][CH2:15][CH2:16][CH2:17][CH2:18][CH2:19][CH2:20][CH2:21][CH3:22], predict the reactants needed to synthesize it. The reactants are: [C:1]([O:24]CC)(=[O:23])/[CH:2]=[CH:3]\[CH:4]=[CH:5][CH:6]=[CH:7][CH:8]=[CH:9][CH:10]=[CH:11][CH:12]=[CH:13][CH2:14][CH2:15][CH2:16][CH2:17][CH2:18][CH2:19][CH2:20][CH2:21][CH3:22].[OH-].[Na+].O.Cl. (8) Given the product [Br:8][C:23]1[S:22][C:20]2[N:21]=[C:16]([C:14]3[O:15][C:11]([CH:10]([F:9])[F:26])=[CH:12][CH:13]=3)[N:17]=[C:18]([NH2:25])[C:19]=2[CH:24]=1, predict the reactants needed to synthesize it. The reactants are: C1C(=O)N([Br:8])C(=O)C1.[F:9][CH:10]([F:26])[C:11]1[O:15][C:14]([C:16]2[N:17]=[C:18]([NH2:25])[C:19]3[CH:24]=[CH:23][S:22][C:20]=3[N:21]=2)=[CH:13][CH:12]=1. (9) Given the product [CH2:1]([N:8]1[C:25](=[O:32])[C:26]([C:27]([O:29][CH3:30])=[O:28])=[C:20]([OH:22])[C:10]2[CH:11]=[N:12][N:13]([C:14]3[CH:15]=[CH:16][CH:17]=[CH:18][CH:19]=3)[C:9]1=2)[C:2]1[CH:7]=[CH:6][CH:5]=[CH:4][CH:3]=1, predict the reactants needed to synthesize it. The reactants are: [CH2:1]([N:8]([C:25](=[O:32])[CH2:26][C:27]([O:29][CH2:30]C)=[O:28])[C:9]1[N:13]([C:14]2[CH:19]=[CH:18][CH:17]=[CH:16][CH:15]=2)[N:12]=[CH:11][C:10]=1[C:20]([O:22]CC)=O)[C:2]1[CH:7]=[CH:6][CH:5]=[CH:4][CH:3]=1.C[O-].[Na+]. (10) Given the product [Cl:3][C:4]1[N:9]=[C:8]([NH:2][CH3:1])[CH:7]=[C:6]([CH2:11][O:12][CH2:13][CH:14]2[CH2:16][CH2:15]2)[N:5]=1, predict the reactants needed to synthesize it. The reactants are: [CH3:1][NH2:2].[Cl:3][C:4]1[N:9]=[C:8](Cl)[CH:7]=[C:6]([CH2:11][O:12][CH2:13][CH:14]2[CH2:16][CH2:15]2)[N:5]=1.